Dataset: Reaction yield outcomes from USPTO patents with 853,638 reactions. Task: Predict the reaction yield, written as a fraction of the theoretical maximum amount of product (1.0 means a 100% yield; for example, 0.34 means a 34% yield). (1) The reactants are [NH2:1][C:2]1[CH:10]=[CH:9][C:5]2[N:6]=[CH:7][S:8][C:4]=2[CH:3]=1.[N:11]([O-])=O.[Na+].O.O.Cl[Sn]Cl.[CH3:20][CH:21]([CH3:27])[C:22](=O)[CH2:23][C:24]#[N:25]. The catalyst is Cl.O.CCO. The product is [S:8]1[C:4]2[CH:3]=[C:2]([N:1]3[C:24]([NH2:25])=[CH:23][C:22]([CH:21]([CH3:27])[CH3:20])=[N:11]3)[CH:10]=[CH:9][C:5]=2[N:6]=[CH:7]1. The yield is 0.930. (2) The reactants are [NH2:1][C:2]1[C:11]2[C:6](=[CH:7][C:8]([F:21])=[C:9]([O:12][C:13]3[C:18]([CH3:19])=[CH:17][CH:16]=[CH:15][C:14]=3[CH3:20])[CH:10]=2)[N:5]=[C:4]([N:22]2[CH:26]=[C:25]([C:27]([O:29]CC)=[O:28])[CH:24]=[N:23]2)[N:3]=1.[Li+].[OH-].Cl. The catalyst is C1COCC1. The product is [NH2:1][C:2]1[C:11]2[C:6](=[CH:7][C:8]([F:21])=[C:9]([O:12][C:13]3[C:14]([CH3:20])=[CH:15][CH:16]=[CH:17][C:18]=3[CH3:19])[CH:10]=2)[N:5]=[C:4]([N:22]2[CH:26]=[C:25]([C:27]([OH:29])=[O:28])[CH:24]=[N:23]2)[N:3]=1. The yield is 0.740. (3) The catalyst is CN(C=O)C. The product is [C:43]([O:42][C:40]([N:37]1[CH2:36][CH:35]=[C:34]([C:19]2[CH:18]=[CH:17][C:14]3[C:15]4[N:9]([CH2:10][CH2:11][O:12][C:13]=3[CH:20]=2)[CH:8]=[C:7]([C:5](=[O:6])[N:4]([CH2:3][CH2:2][OH:1])[CH:22]([CH3:24])[CH3:23])[N:16]=4)[CH2:39][CH2:38]1)=[O:41])([CH3:46])([CH3:44])[CH3:45]. The reactants are [OH:1][CH2:2][CH2:3][N:4]([CH:22]([CH3:24])[CH3:23])[C:5]([C:7]1[N:16]=[C:15]2[N:9]([CH2:10][CH2:11][O:12][C:13]3[CH:20]=[C:19](Br)[CH:18]=[CH:17][C:14]=32)[CH:8]=1)=[O:6].B1([C:34]2[CH2:39][CH2:38][N:37]([C:40]([O:42][C:43]([CH3:46])([CH3:45])[CH3:44])=[O:41])[CH2:36][CH:35]=2)OC(C)(C)C(C)(C)O1.C(=O)([O-])[O-].[K+].[K+].C(Cl)Cl. The yield is 0.800. (4) The reactants are [Cl:1][C:2]1[N:7]=[C:6]([NH:8][CH:9]2[CH2:14][CH2:13][O:12][CH2:11][CH2:10]2)[C:5]([N+:15]([O-])=O)=[C:4]([N:18]2[CH2:23][CH2:22][O:21][CH2:20][CH2:19]2)[N:3]=1.ClC1N=C(NC2CCOCC2)C(N)=CN=1. No catalyst specified. The product is [Cl:1][C:2]1[N:7]=[C:6]([NH:8][CH:9]2[CH2:14][CH2:13][O:12][CH2:11][CH2:10]2)[C:5]([NH2:15])=[C:4]([N:18]2[CH2:23][CH2:22][O:21][CH2:20][CH2:19]2)[N:3]=1. The yield is 1.00. (5) The reactants are [F:1][C:2]1([F:33])[CH2:7][CH2:6][N:5]([C:8]([C:10]2[N:28](S(C)(=O)=O)[C:13]3=[N:14][CH:15]=[C:16]([O:18][CH2:19][CH2:20][CH2:21][N:22]4[CH2:26][CH2:25][CH2:24][C@H:23]4[CH3:27])[CH:17]=[C:12]3[CH:11]=2)=[O:9])[CH2:4][CH2:3]1.[H-].[Na+].Br[CH2:37][C:38]#[N:39]. No catalyst specified. The product is [F:1][C:2]1([F:33])[CH2:7][CH2:6][N:5]([C:8]([C:10]2[N:28]([CH2:37][C:38]#[N:39])[C:13]3=[N:14][CH:15]=[C:16]([O:18][CH2:19][CH2:20][CH2:21][N:22]4[CH2:26][CH2:25][CH2:24][C@H:23]4[CH3:27])[CH:17]=[C:12]3[CH:11]=2)=[O:9])[CH2:4][CH2:3]1. The yield is 0.0300.